From a dataset of Full USPTO retrosynthesis dataset with 1.9M reactions from patents (1976-2016). Predict the reactants needed to synthesize the given product. (1) Given the product [C:12]([C:14]1[N:18]([CH3:19])[N:17]=[C:16]([C:20]([F:22])([F:23])[F:21])[C:15]=1[CH2:24][S:25]([C:26]1[CH2:30][C:29]([CH3:32])([CH3:31])[O:28][N:27]=1)(=[O:9])=[O:33])#[N:13], predict the reactants needed to synthesize it. The reactants are: ClC1C=CC=C(C(OO)=[O:9])C=1.[C:12]([C:14]1[N:18]([CH3:19])[N:17]=[C:16]([C:20]([F:23])([F:22])[F:21])[C:15]=1[CH2:24][S:25][C:26]1[CH2:30][C:29]([CH3:32])([CH3:31])[O:28][N:27]=1)#[N:13].[OH2:33]. (2) Given the product [NH2:17][C:13]1[CH:14]=[CH:15][CH:16]=[C:2]([F:1])[C:3]=1[C:4]([NH:6][C:7]1[CH:12]=[CH:11][CH:10]=[CH:9][CH:8]=1)=[O:5], predict the reactants needed to synthesize it. The reactants are: [F:1][C:2]1[CH:16]=[CH:15][CH:14]=[C:13]([N+:17]([O-])=O)[C:3]=1[C:4]([NH:6][C:7]1[CH:12]=[CH:11][CH:10]=[CH:9][CH:8]=1)=[O:5].C([O-])=O.[NH4+].